Dataset: Peptide-MHC class I binding affinity with 185,985 pairs from IEDB/IMGT. Task: Regression. Given a peptide amino acid sequence and an MHC pseudo amino acid sequence, predict their binding affinity value. This is MHC class I binding data. The peptide sequence is STFAASGPF. The binding affinity (normalized) is 0.0847. The MHC is HLA-B27:05 with pseudo-sequence HLA-B27:05.